From a dataset of Reaction yield outcomes from USPTO patents with 853,638 reactions. Predict the reaction yield, written as a fraction of the theoretical maximum amount of product (1.0 means a 100% yield; for example, 0.34 means a 34% yield). The reactants are [Cl:1][C:2]1[CH:10]=[CH:9][C:5]([C:6]([OH:8])=[O:7])=[C:4]([NH:11][CH2:12][CH2:13][CH2:14][Cl:15])[C:3]=1[N+:16]([O-:18])=[O:17].CI.[C:21](=O)([O-])[O-].[K+].[K+].C(OCC)(=O)C. The catalyst is CN(C)C=O. The product is [Cl:1][C:2]1[CH:10]=[CH:9][C:5]([C:6]([O:8][CH3:21])=[O:7])=[C:4]([NH:11][CH2:12][CH2:13][CH2:14][Cl:15])[C:3]=1[N+:16]([O-:18])=[O:17]. The yield is 0.900.